Dataset: Reaction yield outcomes from USPTO patents with 853,638 reactions. Task: Predict the reaction yield, written as a fraction of the theoretical maximum amount of product (1.0 means a 100% yield; for example, 0.34 means a 34% yield). (1) The yield is 0.540. The product is [CH3:26][C:27]1([CH3:39])[CH2:31][C:30]2[CH:32]=[C:33]([N:7]3[C:2](=[O:1])[C:3]([CH2:11][C:12]4[CH:17]=[CH:16][C:15]([C:18]5[C:19]([C:24]#[N:25])=[CH:20][CH:21]=[CH:22][CH:23]=5)=[CH:14][CH:13]=4)=[C:4]([CH2:8][CH2:9][CH3:10])[N:5]=[CH:6]3)[CH:34]=[CH:35][C:29]=2[O:28]1. The reactants are [O:1]=[C:2]1[NH:7][CH:6]=[N:5][C:4]([CH2:8][CH2:9][CH3:10])=[C:3]1[CH2:11][C:12]1[CH:17]=[CH:16][C:15]([C:18]2[C:19]([C:24]#[N:25])=[CH:20][CH:21]=[CH:22][CH:23]=2)=[CH:14][CH:13]=1.[CH3:26][C:27]1([CH3:39])[CH2:31][C:30]2[CH:32]=[C:33](B(O)O)[CH:34]=[CH:35][C:29]=2[O:28]1.C(N(CC)CC)C.N1C=CC=CC=1. The catalyst is C([O-])(=O)C.[Cu+2].C([O-])(=O)C.C(OCC)(=O)C.C(Cl)Cl. (2) The reactants are [Cl:1][C:2]1[CH:3]=[CH:4][C:5]2[C:6]3[C:11]([CH:12]([CH3:26])[N:13]([C:16](=[O:25])[C:17]4[CH:22]=[CH:21][CH:20]=[C:19]([O:23]C)[CH:18]=4)[C:14]=2[CH:15]=1)=[CH:10][CH:9]=[CH:8][CH:7]=3.ClC1C=CC(C2C=CC=CC=2C(NC(=O)C2C=CC=C(OC)C=2)C)=C(F)C=1. The catalyst is C1COCC1. The product is [Cl:1][C:2]1[CH:3]=[CH:4][C:5]2[C:6]3[C:11]([CH:12]([CH3:26])[N:13]([C:16]([C:17]4[CH:18]=[C:19]([OH:23])[CH:20]=[CH:21][CH:22]=4)=[O:25])[C:14]=2[CH:15]=1)=[CH:10][CH:9]=[CH:8][CH:7]=3. The yield is 0.540.